This data is from NCI-60 drug combinations with 297,098 pairs across 59 cell lines. The task is: Regression. Given two drug SMILES strings and cell line genomic features, predict the synergy score measuring deviation from expected non-interaction effect. (1) Drug 1: CC1=C(C=C(C=C1)NC2=NC=CC(=N2)N(C)C3=CC4=NN(C(=C4C=C3)C)C)S(=O)(=O)N.Cl. Drug 2: C1=NC2=C(N=C(N=C2N1C3C(C(C(O3)CO)O)O)F)N. Cell line: NCIH23. Synergy scores: CSS=-3.26, Synergy_ZIP=2.71, Synergy_Bliss=-9.28, Synergy_Loewe=-11.2, Synergy_HSA=-11.2. (2) Drug 1: C1=CC(=CC=C1CC(C(=O)O)N)N(CCCl)CCCl.Cl. Drug 2: CC1=C2C(C(=O)C3(C(CC4C(C3C(C(C2(C)C)(CC1OC(=O)C(C(C5=CC=CC=C5)NC(=O)C6=CC=CC=C6)O)O)OC(=O)C7=CC=CC=C7)(CO4)OC(=O)C)O)C)OC(=O)C. Cell line: HCC-2998. Synergy scores: CSS=46.8, Synergy_ZIP=-5.93, Synergy_Bliss=-8.74, Synergy_Loewe=-38.7, Synergy_HSA=-8.70. (3) Drug 1: CC1C(C(CC(O1)OC2CC(CC3=C2C(=C4C(=C3O)C(=O)C5=C(C4=O)C(=CC=C5)OC)O)(C(=O)C)O)N)O.Cl. Drug 2: CC1CCCC2(C(O2)CC(NC(=O)CC(C(C(=O)C(C1O)C)(C)C)O)C(=CC3=CSC(=N3)C)C)C. Cell line: 786-0. Synergy scores: CSS=26.0, Synergy_ZIP=-7.00, Synergy_Bliss=-5.06, Synergy_Loewe=-6.12, Synergy_HSA=-5.66. (4) Drug 1: CCC1(CC2CC(C3=C(CCN(C2)C1)C4=CC=CC=C4N3)(C5=C(C=C6C(=C5)C78CCN9C7C(C=CC9)(C(C(C8N6C)(C(=O)OC)O)OC(=O)C)CC)OC)C(=O)OC)O.OS(=O)(=O)O. Drug 2: COC1=C2C(=CC3=C1OC=C3)C=CC(=O)O2. Cell line: NCIH23. Synergy scores: CSS=4.04, Synergy_ZIP=4.10, Synergy_Bliss=-1.24, Synergy_Loewe=-1.14, Synergy_HSA=-2.69.